Dataset: Peptide-MHC class II binding affinity with 134,281 pairs from IEDB. Task: Regression. Given a peptide amino acid sequence and an MHC pseudo amino acid sequence, predict their binding affinity value. This is MHC class II binding data. (1) The peptide sequence is TLYGPQLSQKIVQIN. The binding affinity (normalized) is 0.339. The MHC is DRB1_1501 with pseudo-sequence DRB1_1501. (2) The peptide sequence is EVELREHGSDEWVAM. The MHC is DRB1_1302 with pseudo-sequence DRB1_1302. The binding affinity (normalized) is 0.